Dataset: Full USPTO retrosynthesis dataset with 1.9M reactions from patents (1976-2016). Task: Predict the reactants needed to synthesize the given product. (1) Given the product [F:12][C:13]1[CH:20]=[C:19]([O:11][CH2:10][C:3]2[C:4]([CH3:8])([CH3:9])[CH2:5][CH2:6][CH2:7][C:2]=2[CH3:1])[CH:18]=[CH:17][C:14]=1[C:15]#[N:16], predict the reactants needed to synthesize it. The reactants are: [CH3:1][C:2]1[CH2:7][CH2:6][CH2:5][C:4]([CH3:9])([CH3:8])[C:3]=1[CH2:10][OH:11].[F:12][C:13]1[CH:20]=[C:19](O)[CH:18]=[CH:17][C:14]=1[C:15]#[N:16].C1(P(C2C=CC=CC=2)C2C=CC=CC=2)C=CC=CC=1.N(C(OCC)=O)=NC(OCC)=O. (2) The reactants are: ClC(Cl)(O[C:5](=[O:11])OC(Cl)(Cl)Cl)Cl.[O:13]1[C:19]2[CH:20]=[C:21]([C:24]([O:26][CH3:27])=[O:25])[CH:22]=[CH:23][C:18]=2[CH2:17][NH:16][CH2:15][CH2:14]1.C(N(CC)CC)C.[CH3:35][CH:36]1[CH2:41][CH2:40][CH2:39][CH2:38][NH:37]1. Given the product [CH3:35][CH:36]1[CH2:41][CH2:40][CH2:39][CH2:38][N:37]1[C:5]([N:16]1[CH2:17][C:18]2[CH:23]=[CH:22][C:21]([C:24]([O:26][CH3:27])=[O:25])=[CH:20][C:19]=2[O:13][CH2:14][CH2:15]1)=[O:11], predict the reactants needed to synthesize it. (3) Given the product [NH2:8][C@H:9]([C:22]1[N:23]=[C:24]([C:27]2[CH:32]=[CH:31][C:30]([O:33][CH2:42][CH2:41][N:39]([CH3:40])[CH3:38])=[CH:29][CH:28]=2)[S:25][CH:26]=1)[CH2:10][CH2:11][CH2:12][CH2:13][NH:14][C:15](=[O:21])[O:16][C:17]([CH3:20])([CH3:19])[CH3:18], predict the reactants needed to synthesize it. The reactants are: C([N:8](C(O)=O)[C@H:9]([C:22]1[N:23]=[C:24]([C:27]2[CH:32]=[CH:31][C:30]([OH:33])=[CH:29][CH:28]=2)[S:25][CH:26]=1)[CH2:10][CH2:11][CH2:12][CH2:13][NH:14][C:15](=[O:21])[O:16][C:17]([CH3:20])([CH3:19])[CH3:18])C1C=CC=CC=1.Cl.[CH3:38][N:39]([CH2:41][CH2:42]Cl)[CH3:40].C(=O)([O-])[O-].[K+].[K+]. (4) Given the product [Cl:1][C:2]1[C:21]([Cl:22])=[C:20]([NH2:23])[CH:19]=[CH:18][C:3]=1[O:4][CH2:5][C:6]1[CH:11]=[CH:10][N:9]=[C:8]([NH:12][C:13](=[O:17])[CH2:14][O:15][CH3:16])[CH:7]=1, predict the reactants needed to synthesize it. The reactants are: [Cl:1][C:2]1[C:21]([Cl:22])=[C:20]([N+:23]([O-])=O)[CH:19]=[CH:18][C:3]=1[O:4][CH2:5][C:6]1[CH:11]=[CH:10][N:9]=[C:8]([NH:12][C:13](=[O:17])[CH2:14][O:15][CH3:16])[CH:7]=1. (5) Given the product [Cl:24][C:25]1[C:33]2[C:28](=[CH:29][C:30]([C:34]([NH:16][C@H:15]([C:17]3[CH:18]=[CH:19][CH:20]=[CH:21][CH:22]=3)[CH2:14][N:13]([CH2:12][CH:9]3[CH2:8][CH2:7][N:6]([CH:3]([CH3:5])[CH3:4])[CH2:11][CH2:10]3)[CH3:23])=[O:35])=[CH:31][CH:32]=2)[NH:27][CH:26]=1, predict the reactants needed to synthesize it. The reactants are: Cl.Cl.[CH:3]([N:6]1[CH2:11][CH2:10][CH:9]([CH2:12][N:13]([CH3:23])[CH2:14][C@@H:15]([C:17]2[CH:22]=[CH:21][CH:20]=[CH:19][CH:18]=2)[NH2:16])[CH2:8][CH2:7]1)([CH3:5])[CH3:4].[Cl:24][C:25]1[C:33]2[C:28](=[CH:29][C:30]([C:34](O)=[O:35])=[CH:31][CH:32]=2)[NH:27][CH:26]=1. (6) Given the product [Br:1][C:2]1[C:3]([O:13][CH:15]2[CH2:16][CH2:17][CH2:18][CH2:19][O:14]2)=[CH:4][C:5]([F:12])=[C:6]([CH:11]=1)[C:7]([O:9][CH3:10])=[O:8], predict the reactants needed to synthesize it. The reactants are: [Br:1][C:2]1[C:3]([OH:13])=[CH:4][C:5]([F:12])=[C:6]([CH:11]=1)[C:7]([O:9][CH3:10])=[O:8].[O:14]1[CH:19]=[CH:18][CH2:17][CH2:16][CH2:15]1. (7) Given the product [Cl:8][C:9]1[CH:14]=[C:13]([N:1]2[CH:5]=[CH:4][CH:3]=[N:2]2)[CH:12]=[C:11]([C:16]2[CH:21]=[CH:20][C:19]([O:22][CH:23]([CH3:25])[CH3:24])=[CH:18][CH:17]=2)[N:10]=1, predict the reactants needed to synthesize it. The reactants are: [NH:1]1[CH:5]=[CH:4][CH:3]=[N:2]1.[H-].[Na+].[Cl:8][C:9]1[CH:14]=[C:13](Cl)[CH:12]=[C:11]([C:16]2[CH:21]=[CH:20][C:19]([O:22][CH:23]([CH3:25])[CH3:24])=[CH:18][CH:17]=2)[N:10]=1. (8) Given the product [CH3:36][C:34]1([CH2:33][CH2:32][C:31]([O:38][CH2:39][CH3:40])=[O:37])[O:16][CH2:17][CH2:18][O:19]1, predict the reactants needed to synthesize it. The reactants are: [Si](OS(C(F)(F)F)(=O)=O)(C)(C)C.C([Si](CC)(CC)[O:16][CH2:17][CH2:18][O:19][Si](CC)(CC)CC)C.[C:31]([O:38][CH2:39][CH3:40])(=[O:37])[CH2:32][CH2:33][C:34]([CH3:36])=O.N1C=CC=CC=1. (9) Given the product [N:3]1[CH:4]=[C:5]2[C:9]([N:8]=[CH:7][NH:6]2)=[N:10][CH:2]=1, predict the reactants needed to synthesize it. The reactants are: Cl[C:2]1[N:10]=[C:9]2[C:5]([NH:6][CH:7]=[N:8]2)=[C:4](Cl)[N:3]=1.C(OCC)(=O)C.O1C=CCCC1.C(NCC)C. (10) Given the product [CH2:12]([NH:19][C:2]1[CH:11]=[N:10][C:9]2[C:4](=[CH:5][CH:6]=[CH:7][CH:8]=2)[N:3]=1)[C:13]1[CH:18]=[CH:17][CH:16]=[CH:15][CH:14]=1, predict the reactants needed to synthesize it. The reactants are: Cl[C:2]1[CH:11]=[N:10][C:9]2[C:4](=[CH:5][CH:6]=[CH:7][CH:8]=2)[N:3]=1.[CH2:12]([NH2:19])[C:13]1[CH:18]=[CH:17][CH:16]=[CH:15][CH:14]=1.